From a dataset of Peptide-MHC class I binding affinity with 185,985 pairs from IEDB/IMGT. Regression. Given a peptide amino acid sequence and an MHC pseudo amino acid sequence, predict their binding affinity value. This is MHC class I binding data. (1) The peptide sequence is TPLHKYCVNL. The MHC is HLA-B07:02 with pseudo-sequence HLA-B07:02. The binding affinity (normalized) is 0.776. (2) The peptide sequence is FEDLRVLSF. The MHC is HLA-B40:02 with pseudo-sequence HLA-B40:02. The binding affinity (normalized) is 0.404. (3) The peptide sequence is GYLNACGHF. The MHC is HLA-A69:01 with pseudo-sequence HLA-A69:01. The binding affinity (normalized) is 0.0847. (4) The peptide sequence is HAPWTQMAM. The MHC is HLA-B51:01 with pseudo-sequence HLA-B51:01. The binding affinity (normalized) is 0.0847. (5) The MHC is HLA-B27:05 with pseudo-sequence HLA-B27:05. The peptide sequence is RRANNVLKNEM. The binding affinity (normalized) is 0.149. (6) The peptide sequence is LVDKEDTDI. The MHC is HLA-A02:03 with pseudo-sequence HLA-A02:03. The binding affinity (normalized) is 0. (7) The peptide sequence is WTLVVLLI. The MHC is HLA-B40:01 with pseudo-sequence HLA-B40:01. The binding affinity (normalized) is 0.245.